Dataset: Catalyst prediction with 721,799 reactions and 888 catalyst types from USPTO. Task: Predict which catalyst facilitates the given reaction. Reactant: [CH2:1]([O:3][C:4]1[CH:5]=[C:6]([CH:12]([N:18]2[C:26](=[O:27])[C:25]3[C:20](=[CH:21][CH:22]=[CH:23][C:24]=3[NH2:28])[C:19]2=[O:29])[CH2:13][S:14]([CH3:17])(=[O:16])=[O:15])[CH:7]=[CH:8][C:9]=1[O:10][CH3:11])[CH3:2].[F:30][C:31]([F:42])([F:41])[C:32](O[C:32](=[O:33])[C:31]([F:42])([F:41])[F:30])=[O:33].CCCCCC. Product: [CH2:1]([O:3][C:4]1[CH:5]=[C:6]([CH:12]([N:18]2[C:26](=[O:27])[C:25]3[C:20](=[CH:21][CH:22]=[CH:23][C:24]=3[NH:28][C:32](=[O:33])[C:31]([F:42])([F:41])[F:30])[C:19]2=[O:29])[CH2:13][S:14]([CH3:17])(=[O:16])=[O:15])[CH:7]=[CH:8][C:9]=1[O:10][CH3:11])[CH3:2]. The catalyst class is: 28.